This data is from Full USPTO retrosynthesis dataset with 1.9M reactions from patents (1976-2016). The task is: Predict the reactants needed to synthesize the given product. Given the product [C:7]([C:6]1[C:5]([N:23]2[CH2:22][CH2:21][CH:20]([N:12]([CH3:11])[C:13](=[O:19])[O:14][C:15]([CH3:16])([CH3:17])[CH3:18])[CH2:25][CH2:24]2)=[N:4][CH:3]=[C:2]([C:42]2[CH:47]=[CH:46][C:45]([N:48]3[C:52](=[O:53])[N:51]([CH:54]([CH3:55])[CH3:56])[N:50]=[CH:49]3)=[C:44]([F:57])[CH:43]=2)[CH:9]=1)#[N:8], predict the reactants needed to synthesize it. The reactants are: Br[C:2]1[CH:3]=[N:4][C:5](Cl)=[C:6]([CH:9]=1)[C:7]#[N:8].[CH3:11][N:12]([CH:20]1[CH2:25][CH2:24][N:23](C2N=CC(B3OC(C)(C)C(C)(C)O3)=CN=2)[CH2:22][CH2:21]1)[C:13](=[O:19])[O:14][C:15]([CH3:18])([CH3:17])[CH3:16].Br[C:42]1[CH:47]=[CH:46][C:45]([N:48]2[C:52](=[O:53])[N:51]([CH:54]([CH3:56])[CH3:55])[N:50]=[CH:49]2)=[C:44]([F:57])[CH:43]=1.BrC1C=CC(N2C(=O)N(CCC)N=C2)=C(F)C=1.